Dataset: Full USPTO retrosynthesis dataset with 1.9M reactions from patents (1976-2016). Task: Predict the reactants needed to synthesize the given product. (1) Given the product [CH3:36][CH2:35]/[CH:34]=[CH:33]\[CH2:32]/[CH:31]=[CH:30]\[CH2:29]/[CH:28]=[CH:27]\[CH2:26][CH2:25][CH2:24][CH2:23][CH2:22][CH2:21][CH2:20][C:19]([OH:38])=[O:37], predict the reactants needed to synthesize it. The reactants are: C(O)(=O)CCCCCCCCCCCCCCC.[C:19]([OH:38])(=[O:37])[CH2:20][CH2:21][CH2:22][CH2:23][CH2:24][CH2:25][CH2:26][CH2:27][CH2:28][CH2:29][CH2:30][CH2:31][CH2:32][CH2:33][CH2:34][CH2:35][CH3:36].C(O)(=O)CCCCCCC/C=C\CCCCCCCC.C(O)(=O)CCCCCCC/C=C\C/C=C\CCCCC. (2) Given the product [F:14][C:8]1[CH:9]=[C:10]([F:13])[CH:11]=[CH:12][C:7]=1[C:23](=[O:24])[C@H:22]([O:21][CH:16]1[CH2:17][CH2:18][CH2:19][CH2:20][O:15]1)[CH3:31], predict the reactants needed to synthesize it. The reactants are: C1COCC1.Br[C:7]1[CH:12]=[CH:11][C:10]([F:13])=[CH:9][C:8]=1[F:14].[O:15]1[CH2:20][CH2:19][CH2:18][CH2:17][CH:16]1[O:21][C@H:22]([CH3:31])[C:23](N1CCOCC1)=[O:24].[NH4+].[Cl-].